Dataset: Reaction yield outcomes from USPTO patents with 853,638 reactions. Task: Predict the reaction yield, written as a fraction of the theoretical maximum amount of product (1.0 means a 100% yield; for example, 0.34 means a 34% yield). The product is [CH2:45]([C:42]1[CH:43]=[CH:44][C:39]([C:5]([CH3:38])([CH2:6][CH2:7][CH2:8][CH2:9][CH:10]([CH:32]2[S:33][CH2:34][CH2:35][CH2:36][S:37]2)[CH2:11][CH2:12][CH2:13][CH2:14][C:15]([C:22]2[CH:27]=[CH:26][C:25]([CH2:28][CH:29]([CH3:31])[CH3:30])=[CH:24][CH:23]=2)([CH3:21])[CH2:16][OH:17])[CH2:4][OH:3])=[CH:40][CH:41]=1)[CH:46]([CH3:48])[CH3:47]. The reactants are C([O:3][C:4](=O)[C:5]([C:39]1[CH:44]=[CH:43][C:42]([CH2:45][CH:46]([CH3:48])[CH3:47])=[CH:41][CH:40]=1)([CH3:38])[CH2:6][CH2:7][CH2:8][CH2:9][CH:10]([CH:32]1[S:37][CH2:36][CH2:35][CH2:34][S:33]1)[CH2:11][CH2:12][CH2:13][CH2:14][C:15]([C:22]1[CH:27]=[CH:26][C:25]([CH2:28][CH:29]([CH3:31])[CH3:30])=[CH:24][CH:23]=1)([CH3:21])[C:16](OCC)=[O:17])C.[H-].[H-].[H-].[H-].[Li+].[Al+3]. The catalyst is C1COCC1. The yield is 0.940.